Regression. Given two drug SMILES strings and cell line genomic features, predict the synergy score measuring deviation from expected non-interaction effect. From a dataset of NCI-60 drug combinations with 297,098 pairs across 59 cell lines. (1) Drug 1: CCCCC(=O)OCC(=O)C1(CC(C2=C(C1)C(=C3C(=C2O)C(=O)C4=C(C3=O)C=CC=C4OC)O)OC5CC(C(C(O5)C)O)NC(=O)C(F)(F)F)O. Drug 2: CC1CCC2CC(C(=CC=CC=CC(CC(C(=O)C(C(C(=CC(C(=O)CC(OC(=O)C3CCCCN3C(=O)C(=O)C1(O2)O)C(C)CC4CCC(C(C4)OC)O)C)C)O)OC)C)C)C)OC. Cell line: RPMI-8226. Synergy scores: CSS=48.8, Synergy_ZIP=20.8, Synergy_Bliss=21.9, Synergy_Loewe=20.6, Synergy_HSA=20.7. (2) Drug 1: C1CCC(CC1)NC(=O)N(CCCl)N=O. Drug 2: CC1C(C(CC(O1)OC2CC(OC(C2O)C)OC3=CC4=CC5=C(C(=O)C(C(C5)C(C(=O)C(C(C)O)O)OC)OC6CC(C(C(O6)C)O)OC7CC(C(C(O7)C)O)OC8CC(C(C(O8)C)O)(C)O)C(=C4C(=C3C)O)O)O)O. Cell line: SF-295. Synergy scores: CSS=40.7, Synergy_ZIP=0.323, Synergy_Bliss=5.09, Synergy_Loewe=6.30, Synergy_HSA=5.53. (3) Drug 1: CCCS(=O)(=O)NC1=C(C(=C(C=C1)F)C(=O)C2=CNC3=C2C=C(C=N3)C4=CC=C(C=C4)Cl)F. Drug 2: C(CN)CNCCSP(=O)(O)O. Cell line: EKVX. Synergy scores: CSS=-6.47, Synergy_ZIP=1.18, Synergy_Bliss=-3.33, Synergy_Loewe=-5.30, Synergy_HSA=-5.52.